From a dataset of NCI-60 drug combinations with 297,098 pairs across 59 cell lines. Regression. Given two drug SMILES strings and cell line genomic features, predict the synergy score measuring deviation from expected non-interaction effect. (1) Drug 1: CC12CCC3C(C1CCC2O)C(CC4=C3C=CC(=C4)O)CCCCCCCCCS(=O)CCCC(C(F)(F)F)(F)F. Drug 2: N.N.Cl[Pt+2]Cl. Cell line: UACC-257. Synergy scores: CSS=28.1, Synergy_ZIP=-3.62, Synergy_Bliss=1.00, Synergy_Loewe=-1.57, Synergy_HSA=1.31. (2) Drug 1: CN(C)N=NC1=C(NC=N1)C(=O)N. Drug 2: CCN(CC)CCCC(C)NC1=C2C=C(C=CC2=NC3=C1C=CC(=C3)Cl)OC. Cell line: HL-60(TB). Synergy scores: CSS=26.7, Synergy_ZIP=8.28, Synergy_Bliss=-0.0355, Synergy_Loewe=3.53, Synergy_HSA=4.18. (3) Synergy scores: CSS=25.4, Synergy_ZIP=-8.16, Synergy_Bliss=-2.02, Synergy_Loewe=-1.33, Synergy_HSA=0.180. Drug 1: COC1=C(C=C2C(=C1)N=CN=C2NC3=CC(=C(C=C3)F)Cl)OCCCN4CCOCC4. Drug 2: C1=CC=C(C=C1)NC(=O)CCCCCCC(=O)NO. Cell line: UACC62. (4) Drug 1: CN(C)N=NC1=C(NC=N1)C(=O)N. Drug 2: CC1=C(C(=O)C2=C(C1=O)N3CC4C(C3(C2COC(=O)N)OC)N4)N. Cell line: TK-10. Synergy scores: CSS=13.9, Synergy_ZIP=-2.69, Synergy_Bliss=6.23, Synergy_Loewe=1.41, Synergy_HSA=5.03. (5) Drug 1: C1CC(C1)(C(=O)O)C(=O)O.[NH2-].[NH2-].[Pt+2]. Drug 2: C(=O)(N)NO. Cell line: RXF 393. Synergy scores: CSS=2.09, Synergy_ZIP=0.0498, Synergy_Bliss=1.86, Synergy_Loewe=0.807, Synergy_HSA=0.527. (6) Drug 1: C1=NC2=C(N1)C(=S)N=CN2. Drug 2: CN(CCCl)CCCl.Cl. Cell line: HL-60(TB). Synergy scores: CSS=38.3, Synergy_ZIP=-4.02, Synergy_Bliss=-2.54, Synergy_Loewe=-3.50, Synergy_HSA=-1.05. (7) Drug 1: C1CC(=O)NC(=O)C1N2CC3=C(C2=O)C=CC=C3N. Drug 2: C1=NC2=C(N=C(N=C2N1C3C(C(C(O3)CO)O)O)F)N. Cell line: LOX IMVI. Synergy scores: CSS=7.85, Synergy_ZIP=1.97, Synergy_Bliss=7.32, Synergy_Loewe=4.24, Synergy_HSA=4.50. (8) Drug 1: CCCS(=O)(=O)NC1=C(C(=C(C=C1)F)C(=O)C2=CNC3=C2C=C(C=N3)C4=CC=C(C=C4)Cl)F. Drug 2: C1CC(=O)NC(=O)C1N2C(=O)C3=CC=CC=C3C2=O. Cell line: UACC62. Synergy scores: CSS=46.3, Synergy_ZIP=7.52, Synergy_Bliss=6.12, Synergy_Loewe=-16.5, Synergy_HSA=6.31. (9) Drug 1: CN1CCC(CC1)COC2=C(C=C3C(=C2)N=CN=C3NC4=C(C=C(C=C4)Br)F)OC. Drug 2: C(CC(=O)O)C(=O)CN.Cl. Synergy scores: CSS=5.22, Synergy_ZIP=1.44, Synergy_Bliss=-4.50, Synergy_Loewe=-9.53, Synergy_HSA=-11.2. Cell line: COLO 205. (10) Drug 1: CC1=CC2C(CCC3(C2CCC3(C(=O)C)OC(=O)C)C)C4(C1=CC(=O)CC4)C. Drug 2: C1=CC=C(C=C1)NC(=O)CCCCCCC(=O)NO. Cell line: SK-MEL-28. Synergy scores: CSS=11.3, Synergy_ZIP=-1.15, Synergy_Bliss=1.57, Synergy_Loewe=-15.7, Synergy_HSA=-2.36.